From a dataset of Full USPTO retrosynthesis dataset with 1.9M reactions from patents (1976-2016). Predict the reactants needed to synthesize the given product. (1) Given the product [C:16]1([CH3:21])[CH:17]=[CH:18][CH:19]=[C:14]([N:12]2[CH:13]=[C:9]([NH:8][C:6]([NH2:5])=[O:7])[C:10]([C:22]([NH2:24])=[O:23])=[N:11]2)[CH:15]=1, predict the reactants needed to synthesize it. The reactants are: C([O-])=O.[NH4+].[NH2:5][C:6]([NH:8][C:9]1[C:10]([C:22]([NH2:24])=[O:23])=[N:11][N:12]([C:14]2[CH:19]=[CH:18][C:17](I)=[C:16]([CH3:21])[CH:15]=2)[CH:13]=1)=[O:7]. (2) Given the product [F:70][CH:34]([F:33])[C:35]1[N:39]([C:40]2[N:41]=[C:42]([N:52]3[CH2:53][CH2:54][O:55][CH2:56][CH2:57]3)[CH:43]=[C:44]([N:46]3[CH2:51][CH2:50][O:49][CH2:48][CH2:47]3)[N:45]=2)[C:38]2[CH:58]=[CH:59][C:60]([OH:62])=[CH:61][C:37]=2[N:36]=1, predict the reactants needed to synthesize it. The reactants are: FC(F)C1NC2C=CC=CC=2N=1.FC(F)C1NC2C=C(O[Si](C(C)(C)C)(C)C)C=CC=2N=1.[F:33][CH:34]([F:70])[C:35]1[N:39]([C:40]2[N:45]=[C:44]([N:46]3[CH2:51][CH2:50][O:49][CH2:48][CH2:47]3)[CH:43]=[C:42]([N:52]3[CH2:57][CH2:56][O:55][CH2:54][CH2:53]3)[N:41]=2)[C:38]2[CH:58]=[CH:59][C:60]([O:62][Si](C(C)(C)C)(C)C)=[CH:61][C:37]=2[N:36]=1.[F-].C([N+](CCCC)(CCCC)CCCC)CCC. (3) Given the product [Cl:1][C:2]1[CH:3]=[C:4]2[C:8](=[CH:9][CH:10]=1)[NH:7][N:6]=[C:5]2[C:11]([NH:14][C:15]1[CH:16]=[N:17][N:18]([CH2:20][C:21]2[CH:28]=[CH:27][CH:26]=[C:23]([C:24]#[N:25])[CH:22]=2)[CH:19]=1)=[O:13], predict the reactants needed to synthesize it. The reactants are: [Cl:1][C:2]1[CH:3]=[C:4]2[C:8](=[CH:9][CH:10]=1)[NH:7][N:6]=[C:5]2[C:11]([OH:13])=O.[NH2:14][C:15]1[CH:16]=[N:17][N:18]([CH2:20][C:21]2[CH:22]=[C:23]([CH:26]=[CH:27][CH:28]=2)[C:24]#[N:25])[CH:19]=1.C1C=C2N=NN(O)C2=CC=1.O.CCN=C=NCCCN(C)C. (4) Given the product [O:3]1[C:4]2([CH2:9][CH2:8][CH:7]([NH:15][CH2:12][CH2:13][CH3:14])[CH2:6][CH2:5]2)[O:11][CH2:1][CH2:2]1, predict the reactants needed to synthesize it. The reactants are: [CH2:1]1[O:11][C:4]2([CH2:9][CH2:8][C:7](=O)[CH2:6][CH2:5]2)[O:3][CH2:2]1.[CH2:12]([NH2:15])[CH2:13][CH3:14].[H][H]. (5) Given the product [Cl:1][C:2]1[CH:10]=[CH:9][CH:8]=[C:7]2[C:3]=1[C:4]([C:16]([NH:28][CH2:27][CH:24]1[CH2:25][CH2:26][C:21]([F:29])([F:20])[CH2:22][CH2:23]1)=[O:18])=[CH:5][N:6]2[CH:11]1[CH2:15][CH2:14][CH2:13][O:12]1, predict the reactants needed to synthesize it. The reactants are: [Cl:1][C:2]1[CH:10]=[CH:9][CH:8]=[C:7]2[C:3]=1[C:4]([C:16]([OH:18])=O)=[CH:5][N:6]2[CH:11]1[CH2:15][CH2:14][CH2:13][O:12]1.Cl.[F:20][C:21]1([F:29])[CH2:26][CH2:25][CH:24]([CH2:27][NH2:28])[CH2:23][CH2:22]1.C(Cl)CCl.N1(O)C2C=CC=CC=2N=N1.C(N(C(C)C)C(C)C)C. (6) Given the product [CH3:53][C:25]1[CH:20]=[C:21]([C:35]([N:37]2[CH2:38][CH2:39][N:40]([CH3:43])[CH2:41][CH2:42]2)=[O:36])[CH:22]=[CH:23][C:24]=1[C:2]1[CH:3]=[CH:4][C:5]2[N:6]([C:8]([C:11]3[CH:18]=[CH:17][C:14]([C:15]#[N:16])=[CH:13][CH:12]=3)=[CH:9][N:10]=2)[CH:7]=1, predict the reactants needed to synthesize it. The reactants are: Br[C:2]1[CH:3]=[CH:4][C:5]2[N:6]([C:8]([C:11]3[CH:18]=[CH:17][C:14]([C:15]#[N:16])=[CH:13][CH:12]=3)=[CH:9][N:10]=2)[CH:7]=1.C[C:20]1[CH:25]=[C:24](B2OC(C)(C)C(C)(C)O2)[CH:23]=[CH:22][C:21]=1[C:35]([N:37]1[CH2:42][CH2:41][N:40]([CH3:43])[CH2:39][CH2:38]1)=[O:36].[O-]P([O-])([O-])=O.[K+].[K+].[K+].O1CCOC[CH2:53]1.